This data is from Catalyst prediction with 721,799 reactions and 888 catalyst types from USPTO. The task is: Predict which catalyst facilitates the given reaction. (1) Reactant: [Cl:1][C:2]1[N:11]=[CH:10][C:9]2[NH:8][C:7](=[O:12])[C@@H:6]([CH3:13])[N:5]([CH:14]3[CH2:19][CH2:18][C:17]([F:21])([F:20])[CH2:16][CH2:15]3)[C:4]=2[N:3]=1.C(N(CC)CC)C.[C:29]([C:31]1[CH:32]=[C:33](B(O)O)[CH:34]=[CH:35][CH:36]=1)#[N:30]. Product: [Cl:1][C:2]1[N:11]=[CH:10][C:9]2[N:8]([C:35]3[CH:36]=[C:31]([CH:32]=[CH:33][CH:34]=3)[C:29]#[N:30])[C:7](=[O:12])[C@@H:6]([CH3:13])[N:5]([CH:14]3[CH2:15][CH2:16][C:17]([F:21])([F:20])[CH2:18][CH2:19]3)[C:4]=2[N:3]=1. The catalyst class is: 4. (2) Reactant: [CH2:1]([O:8][C:9]1[CH:10]=[C:11]([CH:14]=[CH:15][C:16]=1[O:17][CH3:18])[CH:12]=[O:13])[C:2]1[CH:7]=[CH:6][CH:5]=[CH:4][CH:3]=1.O. Product: [CH2:1]([O:8][C:9]1[CH:10]=[C:11]([CH:14]=[CH:15][C:16]=1[O:17][CH3:18])[CH2:12][OH:13])[C:2]1[CH:3]=[CH:4][CH:5]=[CH:6][CH:7]=1.[OH:8][C:9]1[CH:10]=[C:11]([CH:14]=[CH:15][C:16]=1[O:17][CH3:18])[CH2:12][OH:13]. The catalyst class is: 13. (3) Reactant: I[C:2]1[CH:7]=[C:6]([C:8]([F:11])([F:10])[F:9])[CH:5]=[C:4]([O:12][CH3:13])[CH:3]=1.[C:14]([Cu])#[N:15].N. Product: [CH3:13][O:12][C:4]1[CH:3]=[C:2]([CH:7]=[C:6]([C:8]([F:11])([F:10])[F:9])[CH:5]=1)[C:14]#[N:15]. The catalyst class is: 3. (4) Reactant: [CH2:1](O)[CH2:2][CH2:3][CH2:4][CH2:5][CH2:6][CH:7]=[CH:8][CH:9]=[CH:10][CH2:11][CH3:12].C(N(CC)C(C)C)(C)C.CN(C)C=O.CS([Cl:32])(=O)=O. Product: [Cl:32][CH2:1][CH2:2][CH2:3][CH2:4][CH2:5][CH2:6][CH:7]=[CH:8][CH:9]=[CH:10][CH2:11][CH3:12]. The catalyst class is: 805. (5) Reactant: [I-:1].[CH2:2]([P+](C1C=CC=CC=1)(C1C=CC=CC=1)C1C=CC=CC=1)[CH2:3][CH3:4].C([Li])CCC.II.C[Si](C)(C)[N-][Si](C)(C)C.[Na+].[CH2:41]([Si:43]([CH2:61][CH3:62])([CH2:59][CH3:60])[O:44][C@H:45]([C:49]1[CH:50]=[C:51]2[C:56](=[CH:57][CH:58]=1)[N:55]=[CH:54][CH:53]=[CH:52]2)[CH2:46][CH:47]=O)[CH3:42]. Product: [I:1][C:2](=[CH:47][CH2:46][C@@H:45]([C:49]1[CH:50]=[C:51]2[C:56](=[CH:57][CH:58]=1)[N:55]=[CH:54][CH:53]=[CH:52]2)[O:44][Si:43]([CH2:61][CH3:62])([CH2:59][CH3:60])[CH2:41][CH3:42])[CH2:3][CH3:4]. The catalyst class is: 365. (6) Reactant: [NH:1]1[CH2:6][CH2:5][CH:4]([CH2:7][O:8][C:9]2[CH:18]=[CH:17][CH:16]=[C:15]3[C:10]=2[C:11]([NH2:20])=[N:12][C:13]([NH2:19])=[N:14]3)[CH2:3][CH2:2]1.CN1CCOCC1.[F:28][C:29]1[CH:30]=[C:31]([CH:34]=[CH:35][C:36]=1[F:37])[CH2:32]Br.C(O)C(N)(CO)CO. Product: [F:28][C:29]1[CH:30]=[C:31]([CH:34]=[CH:35][C:36]=1[F:37])[CH2:32][N:1]1[CH2:6][CH2:5][CH:4]([CH2:7][O:8][C:9]2[CH:18]=[CH:17][CH:16]=[C:15]3[C:10]=2[C:11]([NH2:20])=[N:12][C:13]([NH2:19])=[N:14]3)[CH2:3][CH2:2]1. The catalyst class is: 9. (7) Reactant: [Cl:1][C:2]1[CH:3]=[C:4]([CH:8]=[C:9]([F:37])[C:10]=1[CH2:11][S:12][C:13]1[N:14]([C:30]2[CH:35]=[CH:34][C:33]([F:36])=[CH:32][CH:31]=2)[C:15]([C:18]([C:21]2[CH:26]=[CH:25][C:24]([Cl:27])=[C:23]([O:28][CH3:29])[CH:22]=2)([CH3:20])[CH3:19])=[CH:16][N:17]=1)[C:5](O)=[O:6].[NH2:38][C@@H:39]([CH2:47][CH2:48][CH2:49][NH:50][C:51]([NH2:53])=[NH:52])[C:40]([O:42][C:43]([CH3:46])([CH3:45])[CH3:44])=[O:41].CN(C(ON1N=NC2C=CC=NC1=2)=[N+](C)C)C.F[P-](F)(F)(F)(F)F.CCN(C(C)C)C(C)C. Product: [Cl:1][C:2]1[CH:3]=[C:4]([CH:8]=[C:9]([F:37])[C:10]=1[CH2:11][S:12][C:13]1[N:14]([C:30]2[CH:31]=[CH:32][C:33]([F:36])=[CH:34][CH:35]=2)[C:15]([C:18]([C:21]2[CH:26]=[CH:25][C:24]([Cl:27])=[C:23]([O:28][CH3:29])[CH:22]=2)([CH3:19])[CH3:20])=[CH:16][N:17]=1)[C:5]([NH:38][C@@H:39]([CH2:47][CH2:48][CH2:49][NH:50][C:51]([NH2:53])=[NH:52])[C:40]([O:42][C:43]([CH3:46])([CH3:44])[CH3:45])=[O:41])=[O:6]. The catalyst class is: 3. (8) Reactant: [Li+].C[Si]([N-][Si](C)(C)C)(C)C.[CH3:11][O:12][CH:13]([O:38][CH3:39])[C:14]1[N:23]=[C:22]2[C:17]([CH2:18][CH2:19][CH2:20][N:21]2[C:24](OC2C=CC=CC=2)=[O:25])=[CH:16][C:15]=1[N:33]1[CH:37]=[CH:36][N:35]=[CH:34]1.[NH2:40][C:41]1[CH:48]=[C:47]([NH:49][CH2:50][CH2:51][O:52][CH3:53])[C:44]([C:45]#[N:46])=[CH:43][N:42]=1. The catalyst class is: 1. Product: [C:45]([C:44]1[C:47]([NH:49][CH2:50][CH2:51][O:52][CH3:53])=[CH:48][C:41]([NH:40][C:24]([N:21]2[C:22]3[C:17](=[CH:16][C:15]([N:33]4[CH:37]=[CH:36][N:35]=[CH:34]4)=[C:14]([CH:13]([O:12][CH3:11])[O:38][CH3:39])[N:23]=3)[CH2:18][CH2:19][CH2:20]2)=[O:25])=[N:42][CH:43]=1)#[N:46]. (9) Reactant: [NH:1]1[CH2:6]C[C:4]2([C:14]3[C:9](=[CH:10][CH:11]=[CH:12][CH:13]=3)[CH2:8][CH2:7]2)[NH:3][C:2]1=[S:15].[CH3:16]I. Product: [CH3:16][S:15][C:2]1[NH:1][CH2:6][C:4]2([N:3]=1)[C:14]1[C:9](=[CH:10][CH:11]=[CH:12][CH:13]=1)[CH2:8][CH2:7]2. The catalyst class is: 5. (10) Reactant: [Cl:1][C:2]1[CH:3]=[C:4]([CH:15]=[CH:16][CH:17]=1)[CH2:5][CH:6]1[CH2:11][CH2:10][CH:9]([C:12](O)=[O:13])[CH2:8][CH2:7]1. Product: [Cl:1][C:2]1[CH:3]=[C:4]([CH:15]=[CH:16][CH:17]=1)[CH2:5][CH:6]1[CH2:7][CH2:8][CH:9]([CH2:12][OH:13])[CH2:10][CH2:11]1. The catalyst class is: 7.